Dataset: Forward reaction prediction with 1.9M reactions from USPTO patents (1976-2016). Task: Predict the product of the given reaction. (1) Given the reactants Br[C:2]1[CH:7]=[CH:6][C:5]([C:8]2[CH:13]=[CH:12][CH:11]=[CH:10][CH:9]=2)=[CH:4][CH:3]=1.[C:14]1(B(O)O)[C:27]2[S:26][C:25]3[C:20](=[CH:21][CH:22]=[CH:23][CH:24]=3)[S:19][C:18]=2[CH:17]=[CH:16][CH:15]=1.C(=O)([O-])[O-].[K+].[K+], predict the reaction product. The product is: [C:5]1([C:8]2[CH:9]=[CH:10][CH:11]=[CH:12][CH:13]=2)[CH:6]=[CH:7][C:2]([C:14]2[C:27]3[S:26][C:25]4[C:20](=[CH:21][CH:22]=[CH:23][CH:24]=4)[S:19][C:18]=3[CH:17]=[CH:16][CH:15]=2)=[CH:3][CH:4]=1. (2) Given the reactants [F:1][C:2]([F:24])([F:23])[C:3]1[N:8]=[N:7][C:6]([NH:9][CH:10]2[CH2:15][CH2:14][N:13](C(OC(C)(C)C)=O)[CH2:12][CH2:11]2)=[CH:5][CH:4]=1.Cl.C(O)(C)C, predict the reaction product. The product is: [NH:13]1[CH2:14][CH2:15][CH:10]([NH:9][C:6]2[N:7]=[N:8][C:3]([C:2]([F:24])([F:23])[F:1])=[CH:4][CH:5]=2)[CH2:11][CH2:12]1. (3) Given the reactants [OH:1][C@@H:2]([C:17]1[CH:22]=[CH:21][CH:20]=[CH:19][N:18]=1)[C@@H:3]1[O:8][C@H:7]([CH3:9])[CH2:6][N:5](C(OC(C)(C)C)=O)[CH2:4]1.C(O)(C(F)(F)F)=O, predict the reaction product. The product is: [CH3:9][C@@H:7]1[CH2:6][NH:5][CH2:4][C@H:3]([C@H:2]([C:17]2[CH:22]=[CH:21][CH:20]=[CH:19][N:18]=2)[OH:1])[O:8]1. (4) Given the reactants BrC1C=CC2OC(C(N)=O)=C(NC(=O)C(Br)C(C)C)C=2C=1.[Br:22][C:23]1[CH:24]=[CH:25][C:26]2[O:30][C:29]([C:31]([NH2:33])=[O:32])=[C:28]([NH:34][C:35](=[O:45])[CH:36](Br)[C:37]3[CH:42]=[CH:41][CH:40]=[CH:39][C:38]=3[Cl:43])[C:27]=2[CH:46]=1.N1CCCC1.[CH3:52][N:53]1[CH2:58][CH2:57][NH:56][CH2:55][CH2:54]1.C(N(C(C)C)CC)(C)C, predict the reaction product. The product is: [Br:22][C:23]1[CH:24]=[CH:25][C:26]2[O:30][C:29]([C:31]([NH2:33])=[O:32])=[C:28]([NH:34][C:35](=[O:45])[CH:36]([C:37]3[CH:42]=[CH:41][CH:40]=[CH:39][C:38]=3[Cl:43])[N:56]3[CH2:57][CH2:58][N:53]([CH3:52])[CH2:54][CH2:55]3)[C:27]=2[CH:46]=1. (5) The product is: [CH3:25][C:5]1[N:10]=[CH:9][C:8]([C@@H:11]([NH:13][C:14]([C@H:16]2[CH2:18][C@@H:17]2[C:19]2[CH:20]=[CH:21][CH:22]=[CH:23][CH:24]=2)=[O:15])[CH3:12])=[CH:7][CH:6]=1. Given the reactants C(O[C:5]1[N:10]=[CH:9][C:8]([C@@H:11]([NH:13][C:14]([C@H:16]2[CH2:18][C@@H:17]2[C:19]2[CH:24]=[CH:23][CH:22]=[CH:21][CH:20]=2)=[O:15])[CH3:12])=[CH:7][CH:6]=1)(C)C.[CH3:25]C1N=CC([C@@H](N)C)=CC=1, predict the reaction product. (6) Given the reactants [Cl:1][C:2]1[CH:3]=[C:4]([NH:9][C:10]2[C:19]3[C:14](=[CH:15][C:16]([O:32][CH3:33])=[C:17]([O:20][CH:21]4[CH2:26][CH2:25][N:24](C(OCC)=O)[CH2:23][CH2:22]4)[CH:18]=3)[N:13]=[CH:12][N:11]=2)[CH:5]=[CH:6][C:7]=1[F:8].[OH-].[K+], predict the reaction product. The product is: [Cl:1][C:2]1[CH:3]=[C:4]([NH:9][C:10]2[C:19]3[C:14](=[CH:15][C:16]([O:32][CH3:33])=[C:17]([O:20][CH:21]4[CH2:22][CH2:23][NH:24][CH2:25][CH2:26]4)[CH:18]=3)[N:13]=[CH:12][N:11]=2)[CH:5]=[CH:6][C:7]=1[F:8].